This data is from Full USPTO retrosynthesis dataset with 1.9M reactions from patents (1976-2016). The task is: Predict the reactants needed to synthesize the given product. (1) Given the product [C:12]([O:16][C:17](=[O:39])[NH:18][C@H:19]([C:23]([N:25]1[CH2:30][CH2:29][CH:28]([S:31]([C:32]2[CH:37]=[CH:36][C:35]([F:38])=[CH:34][CH:33]=2)=[O:9])[CH2:27][CH2:26]1)=[O:24])[CH:20]([CH3:22])[CH3:21])([CH3:14])([CH3:15])[CH3:13], predict the reactants needed to synthesize it. The reactants are: ClC1C=CC=C(C(OO)=[O:9])C=1.[C:12]([O:16][C:17](=[O:39])[NH:18][C@H:19]([C:23]([N:25]1[CH2:30][CH2:29][CH:28]([S:31][C:32]2[CH:37]=[CH:36][C:35]([F:38])=[CH:34][CH:33]=2)[CH2:27][CH2:26]1)=[O:24])[CH:20]([CH3:22])[CH3:21])([CH3:15])([CH3:14])[CH3:13].[OH-].[Na+]. (2) Given the product [C:1]([O:5][C:6](=[O:26])[NH:7][C@:8]1([C:13]([NH:15][S:16]([C:19]2[CH:24]=[CH:23][CH:22]=[CH:21][C:20]=2[NH:25][C:33](=[O:40])[CH2:34][CH2:35][CH2:36][CH2:37][CH:38]=[CH2:39])(=[O:18])=[O:17])=[O:14])[CH2:10][C@H:9]1[CH:11]=[CH2:12])([CH3:2])([CH3:3])[CH3:4], predict the reactants needed to synthesize it. The reactants are: [C:1]([O:5][C:6](=[O:26])[NH:7][C@:8]1([C:13]([NH:15][S:16]([C:19]2[CH:24]=[CH:23][CH:22]=[CH:21][C:20]=2[NH2:25])(=[O:18])=[O:17])=[O:14])[CH2:10][C@H:9]1[CH:11]=[CH2:12])([CH3:4])([CH3:3])[CH3:2].C([O-])([O-])=O.[Na+].[Na+].[C:33](Cl)(=[O:40])[CH2:34][CH2:35][CH2:36][CH2:37][CH:38]=[CH2:39].CCOC(C)=O. (3) Given the product [N:15]1([C:2]2[N:7]=[N:6][C:5]([NH2:8])=[N:4][C:3]=2[C:9]2[CH:14]=[CH:13][CH:12]=[CH:11][CH:10]=2)[CH2:20][CH2:19][O:18][CH2:17][CH2:16]1, predict the reactants needed to synthesize it. The reactants are: Br[C:2]1[N:7]=[N:6][C:5]([NH2:8])=[N:4][C:3]=1[C:9]1[CH:14]=[CH:13][CH:12]=[CH:11][CH:10]=1.[NH:15]1[CH2:20][CH2:19][O:18][CH2:17][CH2:16]1. (4) The reactants are: [C:1]12([C:11](Cl)=[O:12])[CH2:10][CH:5]3[CH2:6][CH:7]([CH2:9][CH:3]([CH2:4]3)[CH2:2]1)[CH2:8]2.N1C=CC=CC=1.O[NH:21][C:22](=[NH:31])[CH2:23][C:24]1[CH:29]=[CH:28][C:27]([CH3:30])=[CH:26][CH:25]=1. Given the product [C:1]12([C:11]3[O:12][N:31]=[C:22]([CH2:23][C:24]4[CH:29]=[CH:28][C:27]([CH3:30])=[CH:26][CH:25]=4)[N:21]=3)[CH2:10][CH:5]3[CH2:6][CH:7]([CH2:9][CH:3]([CH2:4]3)[CH2:2]1)[CH2:8]2, predict the reactants needed to synthesize it. (5) Given the product [C:7]1([C:13]2[C:22]3[CH:21]=[CH:20][CH:19]=[CH:18][C:17]=3[C:16]3[NH:23][N:24]=[C:25]([C:26]([OH:2])=[O:27])[C:15]=3[N:14]=2)[CH:8]=[CH:9][CH:10]=[CH:11][CH:12]=1, predict the reactants needed to synthesize it. The reactants are: [Mn]([O-])(=O)(=O)=[O:2].[K+].[C:7]1([C:13]2[C:22]3[CH:21]=[CH:20][CH:19]=[CH:18][C:17]=3[C:16]3[NH:23][N:24]=[C:25]([CH3:26])[C:15]=3[N:14]=2)[CH:12]=[CH:11][CH:10]=[CH:9][CH:8]=1.[OH2:27]. (6) Given the product [F:44][C:42]1[CH:41]=[C:40]([C:32]#[C:31][CH:30]=[C:27]2[CH2:28][CH2:29][N:24]([C:20]3[N:19]=[CH:18][CH:17]=[C:16]([O:15][CH3:14])[C:21]=3[C:22]#[N:23])[CH2:25][CH2:26]2)[CH:39]=[CH:38][CH:43]=1, predict the reactants needed to synthesize it. The reactants are: C[Si](C)(C)C#CC=C1CCNCC1.[CH3:14][O:15][C:16]1[C:21]([C:22]#[N:23])=[C:20]([N:24]2[CH2:29][CH2:28][C:27](=[CH:30][C:31]#[C:32][Si](C)(C)C)[CH2:26][CH2:25]2)[N:19]=[CH:18][CH:17]=1.Br[C:38]1[CH:43]=[C:42]([F:44])[CH:41]=[C:40](F)[CH:39]=1.IC1C=C(F)C=CC=1.O.[F-].C([N+](CCCC)(CCCC)CCCC)CCC. (7) Given the product [CH3:3][C:4](=[O:8])[O:5][CH2:6][CH3:7].[CH3:3][CH2:4][O:5][CH2:6][CH3:7], predict the reactants needed to synthesize it. The reactants are: [NH4+].[OH-].[CH3:3][C:4](=[O:8])[O:5][CH2:6][CH3:7].CO.